Dataset: Full USPTO retrosynthesis dataset with 1.9M reactions from patents (1976-2016). Task: Predict the reactants needed to synthesize the given product. (1) Given the product [N:8]1([C:14]([C:16]2[CH:28]=[C:27]3[C:19]([C:20]4[CH:21]=[C:22]([C:2]5[N:7]=[CH:6][CH:5]=[CH:4][N:3]=5)[CH:23]=[C:24]([C:29]([NH2:31])=[O:30])[C:25]=4[NH:26]3)=[CH:18][CH:17]=2)=[O:15])[CH2:13][CH2:12][O:11][CH2:10][CH2:9]1, predict the reactants needed to synthesize it. The reactants are: Br[C:2]1[N:7]=[CH:6][CH:5]=[CH:4][N:3]=1.[N:8]1([C:14]([C:16]2[CH:28]=[C:27]3[C:19]([C:20]4[CH:21]=[C:22](B5OC(C)(C)C(C)(C)O5)[CH:23]=[C:24]([C:29]([NH2:31])=[O:30])[C:25]=4[NH:26]3)=[CH:18][CH:17]=2)=[O:15])[CH2:13][CH2:12][O:11][CH2:10][CH2:9]1.C([O-])([O-])=O.[Na+].[Na+].C1(C)C=CC=CC=1. (2) Given the product [CH:36]1[C:37]2[N:38]([C:40]3[CH:45]=[CH:44][C:43]([C:8]4[CH:9]=[C:10]5[C:11]6=[C:6]([C:5]([CH3:26])([CH3:25])[C:4]7[CH:3]=[CH:2][CH:15]=[CH:14][C:13]=7[N:12]6[C:22]6[CH:21]=[CH:20][CH:19]=[CH:18][C:17]=6[C:16]5([CH3:23])[CH3:24])[CH:7]=4)=[CH:42][CH:41]=3)[C:39]3[C:31](=[CH:30][CH:29]=[CH:28][CH:27]=3)[C:32]=2[CH:33]=[CH:34][CH:35]=1, predict the reactants needed to synthesize it. The reactants are: Br[C:2]1[CH:3]=[C:4]2[C:13]3=[C:14]([C:16]([CH3:24])([CH3:23])[C:17]4[CH:18]=[CH:19][CH:20]=[CH:21][C:22]=4[N:12]3[C:11]3[CH:10]=[CH:9][CH:8]=[CH:7][C:6]=3[C:5]2([CH3:26])[CH3:25])[CH:15]=1.[CH:27]1[C:39]2[N:38]([C:40]3[CH:45]=[CH:44][C:43](B(O)O)=[CH:42][CH:41]=3)[C:37]3[C:32](=[CH:33][CH:34]=[CH:35][CH:36]=3)[C:31]=2[CH:30]=[CH:29][CH:28]=1. (3) The reactants are: [F:1][C:2]1[C:11]([OH:12])=[CH:10][CH:9]=[C:8]([F:13])[C:3]=1[C:4]([O:6]C)=[O:5].[CH2:14]([OH:20])[CH2:15][O:16][CH2:17][CH2:18]O.[CH3:21]OC.C1C=CC(P(C2C=CC=CC=2)C2C=CC=CC=2)=CC=1.CC(OC(/N=N/C(OC(C)C)=O)=O)C.[OH-].[Na+]. Given the product [F:1][C:2]1[C:11]([O:12][CH2:18][CH2:17][O:16][CH2:15][CH2:14][O:20][CH3:21])=[CH:10][CH:9]=[C:8]([F:13])[C:3]=1[C:4]([OH:6])=[O:5], predict the reactants needed to synthesize it. (4) Given the product [F:1][C:2]1[CH:7]=[C:6]([CH:8]=[N:26][OH:27])[CH:5]=[C:4]([F:10])[C:3]=1[C:11]1[CH:12]=[CH:13][CH:14]=[C:15]2[C:20]=1[CH:19]=[C:18]([C:21]([O:23][CH3:24])=[O:22])[CH:17]=[CH:16]2, predict the reactants needed to synthesize it. The reactants are: [F:1][C:2]1[CH:7]=[C:6]([CH:8]=O)[CH:5]=[C:4]([F:10])[C:3]=1[C:11]1[CH:12]=[CH:13][CH:14]=[C:15]2[C:20]=1[CH:19]=[C:18]([C:21]([O:23][CH3:24])=[O:22])[CH:17]=[CH:16]2.Cl.[NH2:26][OH:27].C(N(CC)CC)C.CO. (5) Given the product [ClH:8].[Cl:8][C:9]1[C:10]([F:30])=[C:11]([NH:16][C:17]2[C:26]3[C:21](=[CH:22][C:23]([O:29][CH2:42][C@H:43]4[O:48][CH2:47][C@@H:46]5[CH2:49][CH2:50][CH2:51][N:45]5[CH2:44]4)=[C:24]([O:27][CH3:28])[CH:25]=3)[N:20]=[CH:19][N:18]=2)[CH:12]=[CH:13][C:14]=1[Cl:15], predict the reactants needed to synthesize it. The reactants are: FC(F)(F)C(O)=O.[Cl:8][C:9]1[C:10]([F:30])=[C:11]([NH:16][C:17]2[C:26]3[C:21](=[CH:22][C:23]([OH:29])=[C:24]([O:27][CH3:28])[CH:25]=3)[N:20]=[CH:19][N:18]=2)[CH:12]=[CH:13][C:14]=1[Cl:15].C(=O)([O-])[O-].[K+].[K+].CS(O[CH2:42][C@H:43]1[O:48][CH2:47][C@@H:46]2[CH2:49][CH2:50][CH2:51][N:45]2[CH2:44]1)(=O)=O. (6) Given the product [Cl:17][C:18]1[S:22][C:21]([S:23]([NH:26][C:27]([CH:29]2[CH2:34][CH2:33][N:32]([C:2]3[C:3]([C:4]#[N:5])=[CH:6][C:7]([C:11]([CH:13]4[CH2:15][CH2:14]4)=[O:12])=[C:8]([CH3:10])[N:9]=3)[CH2:31][CH2:30]2)=[O:28])(=[O:24])=[O:25])=[CH:20][CH:19]=1, predict the reactants needed to synthesize it. The reactants are: Cl[C:2]1[N:9]=[C:8]([CH3:10])[C:7]([C:11]([CH:13]2[CH2:15][CH2:14]2)=[O:12])=[CH:6][C:3]=1[C:4]#[N:5].Cl.[Cl:17][C:18]1[S:22][C:21]([S:23]([NH:26][C:27]([CH:29]2[CH2:34][CH2:33][NH:32][CH2:31][CH2:30]2)=[O:28])(=[O:25])=[O:24])=[CH:20][CH:19]=1.CCN(C(C)C)C(C)C. (7) Given the product [BrH:24].[Cl:1][C:2]1[CH:3]=[CH:4][C:5]([N:16]2[CH:20]=[C:19]([CH:21]3[CH2:23][CH2:22]3)[N:18]=[N:17]2)=[C:6]([C:8]2[N:9]=[CH:10][N:11]=[C:12]([OH:14])[CH:13]=2)[CH:7]=1, predict the reactants needed to synthesize it. The reactants are: [Cl:1][C:2]1[CH:3]=[CH:4][C:5]([N:16]2[CH:20]=[C:19]([CH:21]3[CH2:23][CH2:22]3)[N:18]=[N:17]2)=[C:6]([C:8]2[CH:13]=[C:12]([O:14]C)[N:11]=[CH:10][N:9]=2)[CH:7]=1.[BrH:24]. (8) Given the product [OH:25][CH:24]1[CH:26]([OH:16])[CH2:11][CH:7]([C:5]([NH:4][CH2:1][CH2:2][CH3:3])=[O:6])[CH2:23]1, predict the reactants needed to synthesize it. The reactants are: [CH2:1]([NH:4][C:5]([CH:7]1[CH2:11]C=CC1)=[O:6])[CH2:2][CH3:3].C[N+]1([O-])CC[O:16]CC1.CO[2H].[CH3:23][C:24]([CH3:26])=[O:25].C(#N)C. (9) Given the product [CH3:1][O:2][C:3](=[O:17])[C@@H:4]([NH:16][S:25]([C:22]1[CH:23]=[CH:24][C:19]([Cl:18])=[CH:20][CH:21]=1)(=[O:27])=[O:26])[CH:5]([CH2:6][C:7]([F:9])([F:10])[F:8])[CH2:11][C:12]([F:15])([F:14])[F:13], predict the reactants needed to synthesize it. The reactants are: [CH3:1][O:2][C:3](=[O:17])[C@@H:4]([NH2:16])[CH:5]([CH2:11][C:12]([F:15])([F:14])[F:13])[CH2:6][C:7]([F:10])([F:9])[F:8].[Cl:18][C:19]1[CH:24]=[CH:23][C:22]([S:25](Cl)(=[O:27])=[O:26])=[CH:21][CH:20]=1.